Dataset: Reaction yield outcomes from USPTO patents with 853,638 reactions. Task: Predict the reaction yield, written as a fraction of the theoretical maximum amount of product (1.0 means a 100% yield; for example, 0.34 means a 34% yield). (1) The reactants are [NH2:1][C:2]1[C:7]([F:8])=[CH:6][N:5]([S:9]([C:12]2[CH:17]=[CH:16][CH:15]=[CH:14][CH:13]=2)(=[O:11])=[O:10])[C:4](=[O:18])[N:3]=1.CCN(CC)CC.[C:26](Cl)(=[O:33])[C:27]1[CH:32]=[CH:31][CH:30]=[CH:29][CH:28]=1. The catalyst is C(Cl)Cl. The product is [C:12]1([S:9]([N:5]2[CH:6]=[C:7]([F:8])[C:2]([NH:1][C:26](=[O:33])[C:27]3[CH:32]=[CH:31][CH:30]=[CH:29][CH:28]=3)=[N:3][C:4]2=[O:18])(=[O:10])=[O:11])[CH:17]=[CH:16][CH:15]=[CH:14][CH:13]=1. The yield is 0.410. (2) No catalyst specified. The yield is 0.990. The product is [CH2:10]([O:17][C:18]1[CH:23]=[CH:22][C:21]([NH:24][C:25](=[O:31])[C:26]([NH:9][CH2:1][CH2:2][C:3]2[CH:8]=[CH:7][CH:6]=[CH:5][CH:4]=2)=[O:27])=[CH:20][C:19]=1[F:32])[C:11]1[CH:12]=[CH:13][CH:14]=[CH:15][CH:16]=1. The reactants are [CH2:1]([NH2:9])[CH2:2][C:3]1[CH:8]=[CH:7][CH:6]=[CH:5][CH:4]=1.[CH2:10]([O:17][C:18]1[CH:23]=[CH:22][C:21]([NH:24][C:25](=[O:31])[C:26](OCC)=[O:27])=[CH:20][C:19]=1[F:32])[C:11]1[CH:16]=[CH:15][CH:14]=[CH:13][CH:12]=1.